From a dataset of Full USPTO retrosynthesis dataset with 1.9M reactions from patents (1976-2016). Predict the reactants needed to synthesize the given product. (1) The reactants are: [CH3:1][C:2]1[O:6][N:5]=[C:4]([C:7]2[CH:12]=[CH:11][CH:10]=[CH:9][CH:8]=2)[C:3]=1[C:13]1[N:14]=[C:15]2[CH:20]=[C:19]([C:21]([OH:23])=O)[CH:18]=[CH:17][N:16]2[CH:24]=1.[NH2:25][CH2:26][CH2:27][CH2:28][N:29]1[CH2:34][CH2:33][O:32][CH2:31][CH2:30]1. Given the product [N:29]1([CH2:28][CH2:27][CH2:26][NH:25][C:21]([C:19]2[CH:18]=[CH:17][N:16]3[CH:24]=[C:13]([C:3]4[C:4]([C:7]5[CH:8]=[CH:9][CH:10]=[CH:11][CH:12]=5)=[N:5][O:6][C:2]=4[CH3:1])[N:14]=[C:15]3[CH:20]=2)=[O:23])[CH2:34][CH2:33][O:32][CH2:31][CH2:30]1, predict the reactants needed to synthesize it. (2) The reactants are: [F:1][CH:2]([F:12])[C:3]1[C:7]([C:8](Cl)=[O:9])=[CH:6][N:5]([CH3:11])[N:4]=1.[Cl:13][C:14]1[CH:19]=[C:18]([Cl:20])[CH:17]=[CH:16][C:15]=1[CH:21]([O:25][CH3:26])[CH:22]([NH2:24])[CH3:23].C(N(CC)CC)C. Given the product [Cl:13][C:14]1[CH:19]=[C:18]([Cl:20])[CH:17]=[CH:16][C:15]=1[CH:21]([O:25][CH3:26])[CH:22]([NH:24][C:8]([C:7]1[C:3]([CH:2]([F:12])[F:1])=[N:4][N:5]([CH3:11])[CH:6]=1)=[O:9])[CH3:23], predict the reactants needed to synthesize it. (3) Given the product [OH:34][CH2:33][CH:32]([CH2:35][OH:36])[CH2:31][NH:30][C:27]([CH:9]1[CH:8]([C:4]2[CH:5]=[CH:6][CH:7]=[C:2]([Cl:1])[CH:3]=2)[C:12]([C:15]2[CH:20]=[CH:19][C:18]([Cl:21])=[CH:17][CH:16]=2)([C:13]#[N:14])[CH:11]([CH2:22][C:23]([CH3:25])([CH3:24])[CH3:26])[NH:10]1)=[O:28], predict the reactants needed to synthesize it. The reactants are: [Cl:1][C:2]1[CH:3]=[C:4]([CH:8]2[C:12]([C:15]3[CH:20]=[CH:19][C:18]([Cl:21])=[CH:17][CH:16]=3)([C:13]#[N:14])[CH:11]([CH2:22][C:23]([CH3:26])([CH3:25])[CH3:24])[NH:10][CH:9]2[C:27](O)=[O:28])[CH:5]=[CH:6][CH:7]=1.[NH2:30][CH2:31][CH:32]([CH2:35][OH:36])[CH2:33][OH:34].CN(C(ON1N=NC2C=CC=NC1=2)=[N+](C)C)C.F[P-](F)(F)(F)(F)F.CCN(C(C)C)C(C)C. (4) Given the product [CH3:1][O:2][CH:3]([O:9][CH3:10])[CH2:4][C:5]([NH:12][NH2:13])=[O:6], predict the reactants needed to synthesize it. The reactants are: [CH3:1][O:2][CH:3]([O:9][CH3:10])[CH2:4][C:5](OC)=[O:6].O.[NH2:12][NH2:13].